This data is from Reaction yield outcomes from USPTO patents with 853,638 reactions. The task is: Predict the reaction yield, written as a fraction of the theoretical maximum amount of product (1.0 means a 100% yield; for example, 0.34 means a 34% yield). The product is [CH3:26][N:2]([CH3:1])[CH2:3][CH2:4][N:5]1[C:13]2[C:8](=[CH:9][C:10]([O:14][CH3:15])=[CH:11][CH:12]=2)[C:7](/[CH:16]=[C:38]2\[O:39][C:35]3[CH:34]=[CH:33][C:32]([NH:31][C:29]([NH:28][CH3:27])=[O:30])=[CH:41][C:36]=3[C:37]\2=[O:40])=[C:6]1[C:18]1[C:19]([CH3:25])=[N:20][N:21]([CH3:24])[C:22]=1[CH3:23]. The catalyst is Cl.CCO. The yield is 0.320. The reactants are [CH3:1][N:2]([CH3:26])[CH2:3][CH2:4][N:5]1[C:13]2[C:8](=[CH:9][C:10]([O:14][CH3:15])=[CH:11][CH:12]=2)[C:7]([CH:16]=O)=[C:6]1[C:18]1[C:19]([CH3:25])=[N:20][N:21]([CH3:24])[C:22]=1[CH3:23].[CH3:27][NH:28][C:29]([NH:31][C:32]1[CH:33]=[CH:34][C:35]2[O:39][CH2:38][C:37](=[O:40])[C:36]=2[CH:41]=1)=[O:30].C([O-])([O-])=O.[Na+].[Na+].